This data is from Forward reaction prediction with 1.9M reactions from USPTO patents (1976-2016). The task is: Predict the product of the given reaction. (1) Given the reactants [OH:1][C:2]1[CH:7]=[CH:6][C:5]([C:8]2[N:9]=[C:10]3[CH:15]=[CH:14][C:13]([O:16][CH3:17])=[CH:12][N:11]3[CH:18]=2)=[CH:4][CH:3]=1.C(=O)([O-])[O-].[K+].[K+].Br[CH2:26][CH2:27][CH2:28][F:29].O, predict the reaction product. The product is: [F:29][CH2:28][CH2:27][CH2:26][O:1][C:2]1[CH:3]=[CH:4][C:5]([C:8]2[N:9]=[C:10]3[CH:15]=[CH:14][C:13]([O:16][CH3:17])=[CH:12][N:11]3[CH:18]=2)=[CH:6][CH:7]=1. (2) Given the reactants [C:1]([OH:6])(=O)C(O)=O.[NH2:7][C@@H:8]1[N:14]=[C:13]([C:15]2[CH:20]=[CH:19][CH:18]=[CH:17][CH:16]=2)[C:12]2[CH:21]=[CH:22][CH:23]=[CH:24][C:11]=2[N:10]([CH2:25][CH3:26])[C:9]1=[O:27].C(N(CC)CC)C.Cl.[NH:36]1[CH2:41][CH2:40][CH:39]([N:42]2[CH2:51][C:50]3[C:45](=[CH:46][CH:47]=[CH:48][CH:49]=3)[NH:44][C:43]2=[O:52])[CH2:38][CH2:37]1, predict the reaction product. The product is: [O:52]=[C:43]1[N:42]([CH:39]2[CH2:40][CH2:41][N:36]([C:1]([NH:7][C@@H:8]3[N:14]=[C:13]([C:15]4[CH:20]=[CH:19][CH:18]=[CH:17][CH:16]=4)[C:12]4[CH:21]=[CH:22][CH:23]=[CH:24][C:11]=4[N:10]([CH2:25][CH3:26])[C:9]3=[O:27])=[O:6])[CH2:37][CH2:38]2)[CH2:51][C:50]2[C:45](=[CH:46][CH:47]=[CH:48][CH:49]=2)[NH:44]1.